This data is from Full USPTO retrosynthesis dataset with 1.9M reactions from patents (1976-2016). The task is: Predict the reactants needed to synthesize the given product. (1) Given the product [Cl:12][C:13]1[CH:21]=[C:20]([OH:22])[CH:19]=[CH:18][C:14]=1[C:1]1[O:2][C:3]2[CH:9]=[CH:8][C:7]([OH:10])=[CH:6][C:4]=2[N:5]=1, predict the reactants needed to synthesize it. The reactants are: [CH3:1][O:2][C:3]1[CH:9]=[CH:8][C:7]([O:10]C)=[CH:6][C:4]=1[NH2:5].[Cl:12][C:13]1[CH:21]=[C:20]([O:22]C)[CH:19]=[CH:18][C:14]=1C(O)=O. (2) Given the product [CH3:15][O:14][CH2:13][C:10]1[O:11][CH:12]=[C:8]([C:6]#[C:7][C:17]2[CH:42]=[CH:41][C:20]([C:21]([N:23]([CH3:40])[C@:24]([CH3:39])([C:29]([NH:31][O:32][CH:33]3[CH2:38][CH2:37][CH2:36][CH2:35][O:34]3)=[O:30])[C:25]([NH:27][CH3:28])=[O:26])=[O:22])=[CH:19][CH:18]=2)[CH:9]=1, predict the reactants needed to synthesize it. The reactants are: C1COCC1.[C:6]([C:8]1[CH:9]=[C:10]([CH2:13][O:14][CH3:15])[O:11][CH:12]=1)#[CH:7].I[C:17]1[CH:42]=[CH:41][C:20]([C:21]([N:23]([CH3:40])[C@:24]([CH3:39])([C:29]([NH:31][O:32][CH:33]2[CH2:38][CH2:37][CH2:36][CH2:35][O:34]2)=[O:30])[C:25]([NH:27][CH3:28])=[O:26])=[O:22])=[CH:19][CH:18]=1. (3) Given the product [C:1]1([S:7]([N:10]2[C:18]3[C:13](=[CH:14][CH:15]=[C:16]([S:19]([NH:25][CH2:26][CH2:27][NH:28][C:29]([CH:31]4[CH2:36][CH2:35][N:34]([C:37]5[CH:42]=[CH:41][C:40](=[O:43])[N:39]([CH3:44])[N:38]=5)[CH2:33][CH2:32]4)=[O:30])(=[O:21])=[O:20])[CH:17]=3)[C:12]([Cl:23])=[CH:11]2)(=[O:9])=[O:8])[CH:6]=[CH:5][CH:4]=[CH:3][CH:2]=1, predict the reactants needed to synthesize it. The reactants are: [C:1]1([S:7]([N:10]2[C:18]3[C:13](=[CH:14][CH:15]=[C:16]([S:19](Cl)(=[O:21])=[O:20])[CH:17]=3)[C:12]([Cl:23])=[CH:11]2)(=[O:9])=[O:8])[CH:6]=[CH:5][CH:4]=[CH:3][CH:2]=1.Cl.[NH2:25][CH2:26][CH2:27][NH:28][C:29]([CH:31]1[CH2:36][CH2:35][N:34]([C:37]2[CH:42]=[CH:41][C:40](=[O:43])[N:39]([CH3:44])[N:38]=2)[CH2:33][CH2:32]1)=[O:30].C(N(C(C)C)CC)(C)C.S([O-])(O)(=O)=O.[K+].